This data is from Forward reaction prediction with 1.9M reactions from USPTO patents (1976-2016). The task is: Predict the product of the given reaction. The product is: [OH:8][CH2:9][C@@H:10]1[CH2:14][C@@H:13]([O:15][CH3:16])[CH2:12][N:11]1[C:17]([O:19][C:20]([CH3:23])([CH3:22])[CH3:21])=[O:18]. Given the reactants [Si]([O:8][CH2:9][C@@H:10]1[CH2:14][C@@H:13]([O:15][CH3:16])[CH2:12][N:11]1[C:17]([O:19][C:20]([CH3:23])([CH3:22])[CH3:21])=[O:18])(C(C)(C)C)(C)C.[F-].C([N+](CCCC)(CCCC)CCCC)CCC.C1COCC1, predict the reaction product.